From a dataset of Reaction yield outcomes from USPTO patents with 853,638 reactions. Predict the reaction yield, written as a fraction of the theoretical maximum amount of product (1.0 means a 100% yield; for example, 0.34 means a 34% yield). (1) The reactants are [Br:1][C:2]1[C:3]([F:12])=[C:4]2[C:10]([NH2:11])=[CH:9][NH:8][C:5]2=[N:6][CH:7]=1.[CH3:13][O:14][C:15]1[CH:16]=[C:17]([CH:21]=[CH:22][CH:23]=1)[C:18](Cl)=[O:19].C(N(CC)CC)C.[Li+].[OH-]. The catalyst is C(Cl)Cl. The product is [Br:1][C:2]1[C:3]([F:12])=[C:4]2[C:10]([NH:11][C:18](=[O:19])[C:17]3[CH:21]=[CH:22][CH:23]=[C:15]([O:14][CH3:13])[CH:16]=3)=[CH:9][NH:8][C:5]2=[N:6][CH:7]=1. The yield is 0.550. (2) The reactants are Br[C:2]1[CH:3]=[C:4]([C:8]2[C:12]([C:13]3[CH:18]=[CH:17][N:16]=[CH:15][CH:14]=3)=[CH:11][N:10]([CH2:19][C:20]3[CH:25]=[CH:24][C:23]([O:26][CH3:27])=[CH:22][CH:21]=3)[N:9]=2)[CH:5]=[CH:6][CH:7]=1.C1(P(C2C=CC=CC=2)C2C=CC3C(=CC=CC=3)C=2C2C3C(=CC=CC=3)C=CC=2P(C2C=CC=CC=2)C2C=CC=CC=2)C=CC=CC=1.CC(C)([O-])C.[Na+].[C:80](=[NH:93])([C:87]1[CH:92]=[CH:91][CH:90]=[CH:89][CH:88]=1)[C:81]1[CH:86]=[CH:85][CH:84]=[CH:83][CH:82]=1. The catalyst is C1(C)C=CC=CC=1.C1C=CC(/C=C/C(/C=C/C2C=CC=CC=2)=O)=CC=1.C1C=CC(/C=C/C(/C=C/C2C=CC=CC=2)=O)=CC=1.C1C=CC(/C=C/C(/C=C/C2C=CC=CC=2)=O)=CC=1.[Pd].[Pd]. The product is [C:87]1([C:80]([C:81]2[CH:82]=[CH:83][CH:84]=[CH:85][CH:86]=2)=[N:93][C:2]2[CH:7]=[CH:6][CH:5]=[C:4]([C:8]3[C:12]([C:13]4[CH:18]=[CH:17][N:16]=[CH:15][CH:14]=4)=[CH:11][N:10]([CH2:19][C:20]4[CH:25]=[CH:24][C:23]([O:26][CH3:27])=[CH:22][CH:21]=4)[N:9]=3)[CH:3]=2)[CH:88]=[CH:89][CH:90]=[CH:91][CH:92]=1. The yield is 0.650. (3) The reactants are [CH2:1]([O:8][C:9]1[C:10]([C:26]([N:28]([CH2:32][CH2:33][O:34][Si](C(C)(C)C)(C)C)[CH:29]([CH3:31])[CH3:30])=[O:27])=[N:11][C:12]([CH2:16][C:17]([CH3:25])([C:19]2[CH:24]=[CH:23][CH:22]=[CH:21][CH:20]=2)[CH3:18])=[N:13][C:14]=1[OH:15])[C:2]1[CH:7]=[CH:6][CH:5]=[CH:4][CH:3]=1.Cl.[OH-].[Na+]. The catalyst is O1CCCC1.O. The product is [CH2:1]([O:8][C:9]1[C:10]([C:26]([N:28]([CH2:32][CH2:33][OH:34])[CH:29]([CH3:31])[CH3:30])=[O:27])=[N:11][C:12]([CH2:16][C:17]([CH3:18])([C:19]2[CH:20]=[CH:21][CH:22]=[CH:23][CH:24]=2)[CH3:25])=[N:13][C:14]=1[OH:15])[C:2]1[CH:7]=[CH:6][CH:5]=[CH:4][CH:3]=1. The yield is 0.640. (4) The product is [OH:16][CH2:15][C:12]1([NH:17][S:18]([C:21]2[S:22][C:23]([Cl:26])=[CH:24][CH:25]=2)(=[O:19])=[O:20])[CH2:11][CH2:10][NH:9][CH2:14][CH2:13]1. The yield is 0.907. The reactants are Cl.C([N:9]1[CH2:14][CH2:13][C:12]([NH:17][S:18]([C:21]2[S:22][C:23]([Cl:26])=[CH:24][CH:25]=2)(=[O:20])=[O:19])([CH2:15][OH:16])[CH2:11][CH2:10]1)(OC(C)(C)C)=O.CCOC(C)=O.CCCCCC. The catalyst is CCOC(C)=O.C(OCC)C.